The task is: Predict the product of the given reaction.. This data is from Forward reaction prediction with 1.9M reactions from USPTO patents (1976-2016). (1) Given the reactants [CH2:1]([O:3][C:4](=O)[C@H:5](OC1C=C(NS(N2CCCC2)(=O)=O)N=C(S[CH2:24][C:25]2[CH:30]=C[CH:28]=[C:27](F)[C:26]=2F)N=1)C)[CH3:2].[BH4-].[Li+], predict the reaction product. The product is: [CH3:2][CH2:1][O:3][CH2:4][CH3:5].[CH3:28][CH2:27][CH2:26][CH:25]([CH3:30])[CH3:24]. (2) Given the reactants [Br:1][C:2]1[CH:3]=[N:4][C:5]([C:8]2[CH:13]=[CH:12][CH:11]=[C:10]([CH2:14]Br)[N:9]=2)=[N:6][CH:7]=1.C(=O)([O-])[O-].[Cs+].[Cs+].[O:22]=[C:23]1[NH:28][N:27]=[C:26]([C:29]2[CH:30]=[C:31]([CH:34]=[CH:35][CH:36]=2)[C:32]#[N:33])[CH:25]=[CH:24]1.O, predict the reaction product. The product is: [Br:1][C:2]1[CH:3]=[N:4][C:5]([C:8]2[N:9]=[C:10]([CH2:14][N:28]3[C:23](=[O:22])[CH:24]=[CH:25][C:26]([C:29]4[CH:30]=[C:31]([CH:34]=[CH:35][CH:36]=4)[C:32]#[N:33])=[N:27]3)[CH:11]=[CH:12][CH:13]=2)=[N:6][CH:7]=1. (3) Given the reactants [C:1]([O:5][C:6](=[O:31])[CH2:7][O:8][C:9]1[C:17]([CH2:18]O)=[C:16]2[C:12]([CH:13]=[N:14][N:15]2[CH2:20][C@H:21]([O:23][Si:24]([C:27]([CH3:30])([CH3:29])[CH3:28])([CH3:26])[CH3:25])[CH3:22])=[CH:11][CH:10]=1)([CH3:4])([CH3:3])[CH3:2].S(Cl)([Cl:34])=O, predict the reaction product. The product is: [C:1]([O:5][C:6](=[O:31])[CH2:7][O:8][C:9]1[C:17]([CH2:18][Cl:34])=[C:16]2[C:12]([CH:13]=[N:14][N:15]2[CH2:20][C@H:21]([O:23][Si:24]([C:27]([CH3:30])([CH3:29])[CH3:28])([CH3:26])[CH3:25])[CH3:22])=[CH:11][CH:10]=1)([CH3:4])([CH3:3])[CH3:2]. (4) Given the reactants COC1C=CC(C[N:8]2[CH:17]=[C:16]3[C:10]([CH:11]([OH:29])[CH2:12][CH2:13][C:14]4[S:20][C:19]([NH:21][C:22]5[N:27]=[C:26]([CH3:28])[CH:25]=[CH:24][N:23]=5)=[N:18][C:15]=43)=[N:9]2)=CC=1, predict the reaction product. The product is: [CH3:28][C:26]1[CH:25]=[CH:24][N:23]=[C:22]([NH:21][C:19]2[S:20][C:14]3[CH2:13][CH2:12][CH:11]([OH:29])[C:10]4[C:16](=[CH:17][NH:8][N:9]=4)[C:15]=3[N:18]=2)[N:27]=1. (5) Given the reactants [Cl:1][C:2]1[CH:7]=[CH:6][C:5]([CH:8]2[O:12]C(C)(C)O[C:9]2=[O:15])=[CH:4][CH:3]=1.[NH2:16][CH2:17][CH2:18][C:19]1[CH:24]=[CH:23][C:22]([OH:25])=[C:21]([O:26][CH3:27])[CH:20]=1, predict the reaction product. The product is: [Cl:1][C:2]1[CH:3]=[CH:4][C:5]([CH:8]([OH:12])[C:9]([NH:16][CH2:17][CH2:18][C:19]2[CH:24]=[CH:23][C:22]([OH:25])=[C:21]([O:26][CH3:27])[CH:20]=2)=[O:15])=[CH:6][CH:7]=1. (6) Given the reactants [CH:1]12[CH:6]([NH:7][C:8](=[O:14])[O:9][C:10]([CH3:13])([CH3:12])[CH3:11])[CH:5]1[CH2:4][NH:3][CH2:2]2.CC(C)([O-])C.[K+].Br[C:22]1[CH:27]=[CH:26][CH:25]=[CH:24][CH:23]=1.C1(P(C2C=CC=CC=2)C2C=CC3C(=CC=CC=3)C=2C2C3C(=CC=CC=3)C=CC=2P(C2C=CC=CC=2)C2C=CC=CC=2)C=CC=CC=1, predict the reaction product. The product is: [C:22]1([N:3]2[CH2:2][CH:1]3[CH:5]([CH:6]3[NH:7][C:8](=[O:14])[O:9][C:10]([CH3:11])([CH3:13])[CH3:12])[CH2:4]2)[CH:27]=[CH:26][CH:25]=[CH:24][CH:23]=1.